The task is: Binary Classification. Given a drug SMILES string, predict its activity (active/inactive) in a high-throughput screening assay against a specified biological target.. This data is from Orexin1 receptor HTS with 218,158 compounds and 233 confirmed actives. The result is 0 (inactive). The molecule is Fc1ccc(C(=O)Nc2ccc(c3nn(nn3)CC(=O)NCCCOC)cc2)cc1.